From a dataset of NCI-60 drug combinations with 297,098 pairs across 59 cell lines. Regression. Given two drug SMILES strings and cell line genomic features, predict the synergy score measuring deviation from expected non-interaction effect. Drug 1: C1=CC=C(C=C1)NC(=O)CCCCCCC(=O)NO. Drug 2: CC1CCCC2(C(O2)CC(NC(=O)CC(C(C(=O)C(C1O)C)(C)C)O)C(=CC3=CSC(=N3)C)C)C. Cell line: HL-60(TB). Synergy scores: CSS=76.5, Synergy_ZIP=5.01, Synergy_Bliss=4.50, Synergy_Loewe=-0.733, Synergy_HSA=3.42.